From a dataset of Full USPTO retrosynthesis dataset with 1.9M reactions from patents (1976-2016). Predict the reactants needed to synthesize the given product. Given the product [C:41]([O:40][C:39](=[O:45])[NH:38][C:29]([N:26]1[CH2:25][CH2:24][CH:23]([O:22][NH:21][C:18]([C@@H:13]2[CH2:12][CH2:11][C@@H:10]3[CH2:17][N:14]2[C:15](=[O:16])[N:9]3[O:8][CH2:1][C:2]2[CH:3]=[CH:4][CH:5]=[CH:6][CH:7]=2)=[O:20])[CH2:28][CH2:27]1)=[N:30][C:31](=[O:37])[O:32][C:33]([CH3:36])([CH3:35])[CH3:34])([CH3:42])([CH3:43])[CH3:44], predict the reactants needed to synthesize it. The reactants are: [CH2:1]([O:8][N:9]1[C:15](=[O:16])[N:14]2[CH2:17][C@H:10]1[CH2:11][CH2:12][C@H:13]2[C:18]([OH:20])=O)[C:2]1[CH:7]=[CH:6][CH:5]=[CH:4][CH:3]=1.[NH2:21][O:22][CH:23]1[CH2:28][CH2:27][N:26]([C:29]([NH:38][C:39](=[O:45])[O:40][C:41]([CH3:44])([CH3:43])[CH3:42])=[N:30][C:31](=[O:37])[O:32][C:33]([CH3:36])([CH3:35])[CH3:34])[CH2:25][CH2:24]1.ON1C2C=CC=CC=2N=N1.Cl.C(N=C=NCCCN(C)C)C.